Dataset: Reaction yield outcomes from USPTO patents with 853,638 reactions. Task: Predict the reaction yield, written as a fraction of the theoretical maximum amount of product (1.0 means a 100% yield; for example, 0.34 means a 34% yield). (1) The catalyst is CO. The yield is 0.650. The product is [CH3:1][C@@H:2]([CH2:7][C@H:8]([C@@H:10]1[C@:27]2([CH3:28])[C@H:13]([C@H:14]3[C@H:24]([CH2:25][CH2:26]2)[C@:22]2([CH3:23])[C@@H:17]([CH2:18][C@H:19]([OH:29])[CH2:20][CH2:21]2)[CH2:16][C@H:15]3[OH:30])[CH2:12][CH2:11]1)[CH3:9])[C:3]([OH:5])=[O:4].[CH3:1][C@H:2]([CH2:7][C@H:8]([C@@H:10]1[C@:27]2([CH3:28])[C@H:13]([C@H:14]3[C@H:24]([CH2:25][CH2:26]2)[C@:22]2([CH3:23])[C@@H:17]([CH2:18][C@H:19]([OH:29])[CH2:20][CH2:21]2)[CH2:16][C@H:15]3[OH:30])[CH2:12][CH2:11]1)[CH3:9])[C:3]([OH:5])=[O:4]. The reactants are [CH3:1][CH:2]([CH2:7][C@H:8]([C@@H:10]1[C@:27]2([CH3:28])[C@H:13]([C@H:14]3[C@H:24]([CH2:25][CH2:26]2)[C@:22]2([CH3:23])[C@@H:17]([CH2:18][C@H:19]([OH:29])[CH2:20][CH2:21]2)[CH2:16][C@H:15]3[OH:30])[CH2:12][CH2:11]1)[CH3:9])[C:3]([O:5]C)=[O:4].[OH-].[Na+].Cl. (2) The reactants are [C:1]([NH:4][CH:5]([CH2:60][C:61]1[CH:66]=[CH:65][C:64]([OH:67])=[CH:63][CH:62]=1)[C:6]([NH:8][CH:9]([CH2:52][C:53]1[CH:58]=[CH:57][C:56]([F:59])=[CH:55][CH:54]=1)[C:10]([N:12]1[CH2:17][C:16](=[O:18])[N:15]([CH2:19][CH2:20][C:21]2[CH:30]=[CH:29][C:28]3[C:23](=[CH:24][CH:25]=[CH:26][CH:27]=3)[CH:22]=2)[CH2:14][CH:13]1[CH2:31][CH2:32][CH2:33][NH:34][C:35]([NH:44]C(OC(C)(C)C)=O)=[N:36]C(OC(C)(C)C)=O)=[O:11])=[O:7])(=[O:3])[CH3:2].FC(F)(F)C(O)=O. The catalyst is ClCCl. The product is [C:1]([NH:4][CH:5]([CH2:60][C:61]1[CH:62]=[CH:63][C:64]([OH:67])=[CH:65][CH:66]=1)[C:6]([NH:8][CH:9]([CH2:52][C:53]1[CH:58]=[CH:57][C:56]([F:59])=[CH:55][CH:54]=1)[C:10]([N:12]1[CH2:17][C:16](=[O:18])[N:15]([CH2:19][CH2:20][C:21]2[CH:30]=[CH:29][C:28]3[C:23](=[CH:24][CH:25]=[CH:26][CH:27]=3)[CH:22]=2)[CH2:14][CH:13]1[CH2:31][CH2:32][CH2:33][NH:34][C:35]([NH2:44])=[NH:36])=[O:11])=[O:7])(=[O:3])[CH3:2]. The yield is 0.860. (3) The yield is 0.710. The product is [Br:1][C:2]1[CH:3]=[CH:4][C:5]([O:10][CH2:17][C:18]([CH3:21])([CH3:20])[CH3:19])=[C:6]([CH:9]=1)[C:7]#[N:8]. The catalyst is CN(C=O)C. The reactants are [Br:1][C:2]1[CH:3]=[CH:4][C:5]([OH:10])=[C:6]([CH:9]=1)[C:7]#[N:8].C(O[K])(C)(C)C.[CH2:17](I)[C:18]([CH3:21])([CH3:20])[CH3:19]. (4) The reactants are [Cl:1][C:2]1[C:3]([NH:25][C:26]2[CH:31]=[CH:30][CH:29]=[CH:28][C:27]=2[S:32](=[O:36])(=[O:35])[NH:33][CH3:34])=[N:4][C:5]([NH:8][C:9]2[CH:24]=[CH:23][C:12]3[N:13]([CH2:19][C:20](O)=[O:21])[C:14](=[O:18])[CH2:15][CH2:16][CH2:17][C:11]=3[CH:10]=2)=[N:6][CH:7]=1.[CH3:37][N:38]1[CH2:43][CH2:42][NH:41][CH2:40][CH2:39]1.Cl.CN(C)CCCN=C=NCC.CN1CCOCC1.OC1C2N=NNC=2C=CC=1. The catalyst is CN(C=O)C.CO.C(Cl)Cl. The product is [Cl:1][C:2]1[C:3]([NH:25][C:26]2[CH:31]=[CH:30][CH:29]=[CH:28][C:27]=2[S:32]([NH:33][CH3:34])(=[O:36])=[O:35])=[N:4][C:5]([NH:8][C:9]2[CH:24]=[CH:23][C:12]3[N:13]([CH2:19][C:20]([N:41]4[CH2:42][CH2:43][N:38]([CH3:37])[CH2:39][CH2:40]4)=[O:21])[C:14](=[O:18])[CH2:15][CH2:16][CH2:17][C:11]=3[CH:10]=2)=[N:6][CH:7]=1. The yield is 0.560. (5) The reactants are [Cl:1][C:2]1[CH:23]=[C:22]([C:24]([F:27])([F:26])[F:25])[CH:21]=[CH:20][C:3]=1[CH2:4][N:5]1[C:9](/[CH:10]=[CH:11]/[C:12](O)=[O:13])=[CH:8][C:7]([O:15][CH2:16][CH:17]2[CH2:19][CH2:18]2)=[N:6]1.[CH3:28][O:29][CH2:30][CH2:31][CH2:32][S:33]([NH2:36])(=[O:35])=[O:34].N12CCCN=C1CCCCC2. The catalyst is CN(C)C=O. The product is [Cl:1][C:2]1[CH:23]=[C:22]([C:24]([F:27])([F:25])[F:26])[CH:21]=[CH:20][C:3]=1[CH2:4][N:5]1[C:9](/[CH:10]=[CH:11]/[C:12]([NH:36][S:33]([CH2:32][CH2:31][CH2:30][O:29][CH3:28])(=[O:35])=[O:34])=[O:13])=[CH:8][C:7]([O:15][CH2:16][CH:17]2[CH2:19][CH2:18]2)=[N:6]1. The yield is 0.650.